From a dataset of Forward reaction prediction with 1.9M reactions from USPTO patents (1976-2016). Predict the product of the given reaction. (1) Given the reactants [CH2:1]([C:4]1[CH:10]=[CH:9][CH:8]=[CH:7][C:5]=1[NH2:6])[CH2:2][CH3:3].Cl[CH2:12][CH2:13][N:14]([CH2:26][CH2:27]Cl)[CH2:15][C@@H:16]1[O:21][C:20]2[CH:22]=[CH:23][CH:24]=[CH:25][C:19]=2[O:18][CH2:17]1, predict the reaction product. The product is: [O:21]1[C@@H:16]([CH2:15][N:14]2[CH2:13][CH2:12][N:6]([C:5]3[CH:7]=[CH:8][CH:9]=[CH:10][C:4]=3[CH2:1][CH2:2][CH3:3])[CH2:27][CH2:26]2)[CH2:17][O:18][C:19]2[CH:25]=[CH:24][CH:23]=[CH:22][C:20]1=2. (2) Given the reactants [OH:1][N:2]=[CH:3][C:4]1[N:5]=[C:6]([CH:9]2[CH2:14][CH2:13][N:12](C(OCCCC)=O)[CH2:11][CH2:10]2)[S:7][CH:8]=1.[CH:22]1([CH2:28][O:29][C:30]2[CH:35]=[CH:34][CH:33]=[CH:32][C:31]=2[CH:36]=[CH2:37])[CH2:27][CH2:26][CH2:25][CH2:24][CH2:23]1.[C:38](=[O:41])([O-])[OH:39].[K+].ClN1[C:48](=O)[CH2:47][CH2:46]C1=O.[C:51](OCC)(=O)C, predict the reaction product. The product is: [CH:22]1([CH2:28][O:29][C:30]2[CH:35]=[CH:34][CH:33]=[CH:32][C:31]=2[CH:36]2[O:1][N:2]=[C:3]([C:4]3[N:5]=[C:6]([CH:9]4[CH2:10][CH2:11][N:12]([C:38]([O:39][C:47]([CH3:46])([CH3:48])[CH3:51])=[O:41])[CH2:13][CH2:14]4)[S:7][CH:8]=3)[CH2:37]2)[CH2:23][CH2:24][CH2:25][CH2:26][CH2:27]1. (3) Given the reactants [C:1]([O:5][C:6](=[O:49])[NH:7][CH2:8][CH2:9][NH:10][C:11]([CH:13]1[CH2:18][CH2:17][CH2:16][N:15]([C:19]2[CH:24]=[C:23]([C:25]3[CH:30]=[CH:29][CH:28]=[CH:27][C:26]=3[O:31]CC3C=CC=CC=3)[N:22]=[C:21]([NH:39][C:40]([C:42]3[O:43][CH:44]=[CH:45][CH:46]=3)=[O:41])[C:20]=2[C:47]#[N:48])[CH2:14]1)=[O:12])([CH3:4])([CH3:3])[CH3:2].C(OCC)(=O)C.[H][H], predict the reaction product. The product is: [C:1]([O:5][C:6](=[O:49])[NH:7][CH2:8][CH2:9][NH:10][C:11]([CH:13]1[CH2:18][CH2:17][CH2:16][N:15]([C:19]2[CH:24]=[C:23]([C:25]3[CH:30]=[CH:29][CH:28]=[CH:27][C:26]=3[OH:31])[N:22]=[C:21]([NH:39][C:40]([C:42]3[O:43][CH:44]=[CH:45][CH:46]=3)=[O:41])[C:20]=2[C:47]#[N:48])[CH2:14]1)=[O:12])([CH3:4])([CH3:2])[CH3:3]. (4) Given the reactants [F:1][C:2]([F:26])([F:25])[C:3]1[N:8]2[N:9]=[CH:10][C:11]([C:12](O)=[O:13])=[C:7]2[N:6]=[C:5]([C:15]2[CH:20]=[CH:19][C:18]([C:21]([F:24])([F:23])[F:22])=[CH:17][CH:16]=2)[CH:4]=1.[OH:27][CH2:28][C:29]([NH:32][S:33]([C:36]1[S:40][C:39]([NH2:41])=[N:38][CH:37]=1)(=[O:35])=[O:34])([CH3:31])[CH3:30], predict the reaction product. The product is: [OH:27][CH2:28][C:29]([NH:32][S:33]([C:36]1[S:40][C:39]([NH:41][C:12]([C:11]2[CH:10]=[N:9][N:8]3[C:3]([C:2]([F:26])([F:1])[F:25])=[CH:4][C:5]([C:15]4[CH:16]=[CH:17][C:18]([C:21]([F:24])([F:23])[F:22])=[CH:19][CH:20]=4)=[N:6][C:7]=23)=[O:13])=[N:38][CH:37]=1)(=[O:35])=[O:34])([CH3:31])[CH3:30]. (5) Given the reactants [NH2:1][C:2]1[N:7]=[C:6](/[C:8](=[C:11]2\[NH:12][C:13]3[CH:21]=[CH:20][CH:19]=[CH:18][C:14]=3[N:15]\2[CH2:16][CH3:17])/[C:9]#[N:10])[C:5]([CH3:22])=[CH:4][N:3]=1.[CH3:23][N:24]1[CH2:29][CH2:28][N:27]([C:30](=[O:36])[CH2:31][CH2:32][C:33](O)=[O:34])[CH2:26][CH2:25]1, predict the reaction product. The product is: [C:9](/[C:8](=[C:11]1/[NH:12][C:13]2[CH:21]=[CH:20][CH:19]=[CH:18][C:14]=2[N:15]/1[CH2:16][CH3:17])/[C:6]1[C:5]([CH3:22])=[CH:4][N:3]=[C:2]([NH:1][C:33](=[O:34])[CH2:32][CH2:31][C:30]([N:27]2[CH2:26][CH2:25][N:24]([CH3:23])[CH2:29][CH2:28]2)=[O:36])[N:7]=1)#[N:10].